This data is from Catalyst prediction with 721,799 reactions and 888 catalyst types from USPTO. The task is: Predict which catalyst facilitates the given reaction. (1) Reactant: [ClH:1].[CH2:2]([NH:9][C:10]([C@H:12]1[NH:30][C:29](=[O:31])[C@H:28]([CH2:32][C@@H:33]([OH:43])[CH2:34][NH:35]C(=O)OC(C)(C)C)[NH:27][C:26](=[O:44])[C@@H:25]([NH:45]C(OC(C)(C)C)=O)[CH2:24][C:23]2[CH:53]=[C:19]([CH:20]=[CH:21][C:22]=2[OH:54])[C:18]2=[CH:55][C:14](=[C:15]([OH:56])[CH:16]=[CH:17]2)[CH2:13]1)=[O:11])[C:3]1[CH:8]=[CH:7][CH:6]=[CH:5][CH:4]=1. Product: [ClH:1].[ClH:1].[NH2:45][C@H:25]1[CH2:24][C:23]2[CH:53]=[C:19]([CH:20]=[CH:21][C:22]=2[OH:54])[C:18]2=[CH:55][C:14](=[C:15]([OH:56])[CH:16]=[CH:17]2)[CH2:13][C@@H:12]([C:10]([NH:9][CH2:2][C:3]2[CH:8]=[CH:7][CH:6]=[CH:5][CH:4]=2)=[O:11])[NH:30][C:29](=[O:31])[C@H:28]([CH2:32][C@@H:33]([OH:43])[CH2:34][NH2:35])[NH:27][C:26]1=[O:44]. The catalyst class is: 12. (2) Reactant: [F:1][C:2]1[CH:3]=[N:4][C:5]([CH:8]([NH2:10])[CH3:9])=[N:6][CH:7]=1.Cl[C:12]1[N:17]=[C:16]([NH:18][C:19]2[CH:23]=[C:22]([O:24][CH:25]([CH3:27])[CH3:26])[NH:21][N:20]=2)[C:15]([Cl:28])=[CH:14][N:13]=1.CCN(C(C)C)C(C)C. Product: [Cl:28][C:15]1[C:16]([NH:18][C:19]2[CH:23]=[C:22]([O:24][CH:25]([CH3:27])[CH3:26])[NH:21][N:20]=2)=[N:17][C:12]([NH:10][CH:8]([C:5]2[N:6]=[CH:7][C:2]([F:1])=[CH:3][N:4]=2)[CH3:9])=[N:13][CH:14]=1. The catalyst class is: 114. (3) Reactant: Cl[C:2]1[CH:11]=[CH:10][C:9]2[C:4](=[C:5]([C:12]3[CH:17]=[CH:16][C:15]([C:18]4[CH:19]=[N:20][N:21]([CH3:23])[CH:22]=4)=[CH:14][CH:13]=3)[CH:6]=[N:7][CH:8]=2)[N:3]=1.Cl.CN.C[CH2:28][N:29](CC)CC. Product: [CH3:28][NH:29][C:2]1[CH:11]=[CH:10][C:9]2[C:4](=[C:5]([C:12]3[CH:17]=[CH:16][C:15]([C:18]4[CH:19]=[N:20][N:21]([CH3:23])[CH:22]=4)=[CH:14][CH:13]=3)[CH:6]=[N:7][CH:8]=2)[N:3]=1. The catalyst class is: 37.